This data is from NCI-60 drug combinations with 297,098 pairs across 59 cell lines. The task is: Regression. Given two drug SMILES strings and cell line genomic features, predict the synergy score measuring deviation from expected non-interaction effect. (1) Drug 1: CC1OCC2C(O1)C(C(C(O2)OC3C4COC(=O)C4C(C5=CC6=C(C=C35)OCO6)C7=CC(=C(C(=C7)OC)O)OC)O)O. Drug 2: CC1C(C(=O)NC(C(=O)N2CCCC2C(=O)N(CC(=O)N(C(C(=O)O1)C(C)C)C)C)C(C)C)NC(=O)C3=C4C(=C(C=C3)C)OC5=C(C(=O)C(=C(C5=N4)C(=O)NC6C(OC(=O)C(N(C(=O)CN(C(=O)C7CCCN7C(=O)C(NC6=O)C(C)C)C)C)C(C)C)C)N)C. Cell line: MDA-MB-231. Synergy scores: CSS=15.6, Synergy_ZIP=-3.89, Synergy_Bliss=-2.54, Synergy_Loewe=-1.69, Synergy_HSA=-1.69. (2) Drug 1: CNC(=O)C1=CC=CC=C1SC2=CC3=C(C=C2)C(=NN3)C=CC4=CC=CC=N4. Drug 2: CNC(=O)C1=NC=CC(=C1)OC2=CC=C(C=C2)NC(=O)NC3=CC(=C(C=C3)Cl)C(F)(F)F. Cell line: UACC62. Synergy scores: CSS=18.5, Synergy_ZIP=-12.2, Synergy_Bliss=-14.5, Synergy_Loewe=-17.2, Synergy_HSA=-13.9. (3) Drug 1: C1=CC=C(C(=C1)C(C2=CC=C(C=C2)Cl)C(Cl)Cl)Cl. Drug 2: C1CC(=O)NC(=O)C1N2C(=O)C3=CC=CC=C3C2=O. Cell line: HOP-92. Synergy scores: CSS=2.73, Synergy_ZIP=-0.947, Synergy_Bliss=-1.52, Synergy_Loewe=-3.23, Synergy_HSA=-2.83. (4) Drug 1: COC1=NC(=NC2=C1N=CN2C3C(C(C(O3)CO)O)O)N. Drug 2: C1=NNC2=C1C(=O)NC=N2. Cell line: HOP-62. Synergy scores: CSS=4.59, Synergy_ZIP=-5.75, Synergy_Bliss=-10.6, Synergy_Loewe=-2.65, Synergy_HSA=-4.25. (5) Drug 1: C1CN(P(=O)(OC1)NCCCl)CCCl. Drug 2: CC(C)CN1C=NC2=C1C3=CC=CC=C3N=C2N. Cell line: HL-60(TB). Synergy scores: CSS=-6.48, Synergy_ZIP=-4.67, Synergy_Bliss=-15.1, Synergy_Loewe=-28.8, Synergy_HSA=-18.2.